Dataset: Catalyst prediction with 721,799 reactions and 888 catalyst types from USPTO. Task: Predict which catalyst facilitates the given reaction. Reactant: Br.[Br:2][CH2:3][CH2:4][CH2:5][NH2:6].C(N(CC)CC)C.[F:14][C:15]([F:26])([F:25])[C:16](O[C:16](=[O:17])[C:15]([F:26])([F:25])[F:14])=[O:17]. Product: [Br:2][CH2:3][CH2:4][CH2:5][NH:6][C:16](=[O:17])[C:15]([F:26])([F:25])[F:14]. The catalyst class is: 2.